Dataset: Catalyst prediction with 721,799 reactions and 888 catalyst types from USPTO. Task: Predict which catalyst facilitates the given reaction. (1) The catalyst class is: 8. Product: [CH3:32][O:31][C:29](=[O:30])[C:25]1[CH:26]=[CH:27][CH:28]=[C:23]([CH2:22][N:12]2[C:13]3[C:18](=[CH:17][C:16]([CH3:20])=[CH:15][C:14]=3[CH3:21])[CH:19]=[C:11]2[C:9]([NH:8][C:7]2[S:33][C:35]([CH2:49][CH2:50][CH2:51][CH2:52][CH2:53][CH2:54][CH2:55][CH3:56])=[C:36]([C:38]3[CH:43]=[C:42]([O:44][CH3:45])[C:41]([Cl:46])=[CH:40][C:39]=3[O:47][CH3:48])[N:6]=2)=[O:10])[CH:24]=1. Reactant: CN(C)C=O.[NH2:6][C:7](=[S:33])[NH:8][C:9]([C:11]1[N:12]([CH2:22][C:23]2[CH:28]=[CH:27][CH:26]=[C:25]([C:29]([O:31][CH3:32])=[O:30])[CH:24]=2)[C:13]2[C:18]([CH:19]=1)=[CH:17][C:16]([CH3:20])=[CH:15][C:14]=2[CH3:21])=[O:10].Br[CH:35]([CH2:49][CH2:50][CH2:51][CH2:52][CH2:53][CH2:54][CH2:55][CH3:56])[C:36]([C:38]1[CH:43]=[C:42]([O:44][CH3:45])[C:41]([Cl:46])=[CH:40][C:39]=1[O:47][CH3:48])=O.C(N(CC)CC)C. (2) Reactant: CS(Cl)(=O)=O.O[CH2:7][CH:8]1[CH2:13][CH2:12][N:11]([C:14]([O:16][CH:17]([CH3:19])[CH3:18])=[O:15])[CH2:10][CH2:9]1.C(N(CC)CC)C.[Br:27][C:28]1[CH:33]=[CH:32][C:31]([SH:34])=[CH:30][CH:29]=1.C([O-])([O-])=O.[K+].[K+]. Product: [Br:27][C:28]1[CH:33]=[CH:32][C:31]([S:34][CH2:7][CH:8]2[CH2:13][CH2:12][N:11]([C:14]([O:16][CH:17]([CH3:19])[CH3:18])=[O:15])[CH2:10][CH2:9]2)=[CH:30][CH:29]=1. The catalyst class is: 18. (3) The catalyst class is: 3. Product: [N:35]([C:10]1[C:9]([O:8][CH2:1][C:2]2[CH:7]=[CH:6][CH:5]=[CH:4][CH:3]=2)=[CH:24][C:13]([C:14]([O:16][CH2:17][C:18]2[CH:23]=[CH:22][CH:21]=[CH:20][CH:19]=2)=[O:15])=[C:12]([NH:25][C:26]2[CH:31]=[CH:30][CH:29]=[CH:28][C:27]=2[F:32])[C:11]=1[F:33])=[N+:36]=[N-:37]. Reactant: [CH2:1]([O:8][C:9]1[C:10](F)=[C:11]([F:33])[C:12]([NH:25][C:26]2[CH:31]=[CH:30][CH:29]=[CH:28][C:27]=2[F:32])=[C:13]([CH:24]=1)[C:14]([O:16][CH2:17][C:18]1[CH:23]=[CH:22][CH:21]=[CH:20][CH:19]=1)=[O:15])[C:2]1[CH:7]=[CH:6][CH:5]=[CH:4][CH:3]=1.[N-:35]=[N+:36]=[N-:37].[Na+].O. (4) Reactant: C1C=[N+]([C@@H]2O[C@H](C[O:13][P:14]([O:17]P(OC[C@H]3O[C@@H](N4C5N=CN=C(N)C=5N=C4)[C@H](O)[C@@H]3O)(O)=O)([O-:16])=[O:15])[C@@H](O)[C@H]2O)C=C(C(N)=O)C=1.[CH:45]1[N:46]=[C:47]([NH2:88])[C:48]2[N:53]=[CH:52][N:51]([C@@H:54]3[O:58][C@H:57]([CH2:59][O:60][P:61]([O:64][P:65]([O:68][CH2:69][C@H:70]4[O:74][C@@H:73]([N:75]5[CH:80]=[C:79]([C:81]([NH2:83])=[O:82])[CH2:78][CH:77]=[CH:76]5)[C@H:72]([OH:84])[C@@H:71]4[OH:85])([OH:67])=[O:66])([OH:63])=[O:62])[C@@H:56]([OH:86])[C@H:55]3[OH:87])[C:49]=2[N:50]=1.C([O-])=O.C([O-])=O.[Na+].OP([O-])(O)=O.[K+]. Product: [P:14]([O-:17])([O-:16])([O-:15])=[O:13].[CH:45]1[N:46]=[C:47]([NH2:88])[C:48]2[N:53]=[CH:52][N:51]([C@@H:54]3[O:58][C@H:57]([CH2:59][O:60][P:61]([O:64][P:65]([O:68][CH2:69][C@H:70]4[O:74][C@@H:73]([N:75]5[CH:80]=[C:79]([C:81]([NH2:83])=[O:82])[CH2:78][CH:77]=[CH:76]5)[C@H:72]([OH:84])[C@@H:71]4[OH:85])([OH:67])=[O:66])([OH:63])=[O:62])[C@@H:56]([OH:86])[C@H:55]3[OH:87])[C:49]=2[N:50]=1. The catalyst class is: 192.